Dataset: Full USPTO retrosynthesis dataset with 1.9M reactions from patents (1976-2016). Task: Predict the reactants needed to synthesize the given product. (1) Given the product [F:1][C:2]1[CH:3]=[C:4]2[C:8](=[CH:9][CH:10]=1)[N:7]([CH2:11][C:12]([OH:14])=[O:13])[C:6]([CH3:16])=[C:5]2[CH2:17][C:18]1[CH:23]=[CH:22][C:21](=[O:24])[N:20]([CH2:25][C:26]2[CH:31]=[CH:30][CH:29]=[CH:28][C:27]=2[F:32])[CH:19]=1, predict the reactants needed to synthesize it. The reactants are: [F:1][C:2]1[CH:3]=[C:4]2[C:8](=[CH:9][CH:10]=1)[N:7]([CH2:11][C:12]([O:14]C)=[O:13])[C:6]([CH3:16])=[C:5]2[CH2:17][C:18]1[CH:23]=[CH:22][C:21](=[O:24])[N:20]([CH2:25][C:26]2[CH:31]=[CH:30][CH:29]=[CH:28][C:27]=2[F:32])[CH:19]=1.O.[OH-].[Li+]. (2) Given the product [Cl:26][C:24]1[CH:25]=[C:20]([C:14]2([C:16]([F:18])([F:19])[F:17])[CH:13]=[N:12][CH:11]([C:8]3[CH:9]=[CH:10][C:5]([C:4]([OH:29])=[O:3])=[C:6]([CH3:28])[CH:7]=3)[CH2:15]2)[CH:21]=[C:22]([Cl:27])[CH:23]=1, predict the reactants needed to synthesize it. The reactants are: C([O:3][C:4](=[O:29])[C:5]1[CH:10]=[CH:9][C:8]([CH:11]2[CH2:15][C:14]([C:20]3[CH:25]=[C:24]([Cl:26])[CH:23]=[C:22]([Cl:27])[CH:21]=3)([C:16]([F:19])([F:18])[F:17])[CH:13]=[N:12]2)=[CH:7][C:6]=1[CH3:28])C.[OH-].[Na+].Cl.C(OCC)(=O)C. (3) Given the product [CH3:10][O:9][C:6]1[CH:7]=[CH:8][C:3]([CH2:2][P:14](=[O:21])([O:18][CH2:19][CH3:20])[O:15][CH2:16][CH3:17])=[C:4]([N+:11]([O-:13])=[O:12])[CH:5]=1, predict the reactants needed to synthesize it. The reactants are: Br[CH2:2][C:3]1[CH:8]=[CH:7][C:6]([O:9][CH3:10])=[CH:5][C:4]=1[N+:11]([O-:13])=[O:12].[P:14]([O:21]CC)([O:18][CH2:19][CH3:20])[O:15][CH2:16][CH3:17].